Dataset: NCI-60 drug combinations with 297,098 pairs across 59 cell lines. Task: Regression. Given two drug SMILES strings and cell line genomic features, predict the synergy score measuring deviation from expected non-interaction effect. (1) Drug 2: C1=CC=C(C=C1)NC(=O)CCCCCCC(=O)NO. Cell line: RXF 393. Drug 1: CC1=CC=C(C=C1)C2=CC(=NN2C3=CC=C(C=C3)S(=O)(=O)N)C(F)(F)F. Synergy scores: CSS=2.13, Synergy_ZIP=-2.58, Synergy_Bliss=-1.02, Synergy_Loewe=-4.39, Synergy_HSA=-2.27. (2) Drug 1: COC1=CC(=CC(=C1O)OC)C2C3C(COC3=O)C(C4=CC5=C(C=C24)OCO5)OC6C(C(C7C(O6)COC(O7)C8=CC=CS8)O)O. Drug 2: C1=NC(=NC(=O)N1C2C(C(C(O2)CO)O)O)N. Cell line: OVCAR-8. Synergy scores: CSS=31.5, Synergy_ZIP=4.86, Synergy_Bliss=6.39, Synergy_Loewe=-4.33, Synergy_HSA=7.60. (3) Drug 1: CCCS(=O)(=O)NC1=C(C(=C(C=C1)F)C(=O)C2=CNC3=C2C=C(C=N3)C4=CC=C(C=C4)Cl)F. Drug 2: CC1=CC=C(C=C1)C2=CC(=NN2C3=CC=C(C=C3)S(=O)(=O)N)C(F)(F)F. Cell line: NCI-H522. Synergy scores: CSS=16.2, Synergy_ZIP=-0.706, Synergy_Bliss=2.80, Synergy_Loewe=1.99, Synergy_HSA=2.71. (4) Drug 1: CC(C1=C(C=CC(=C1Cl)F)Cl)OC2=C(N=CC(=C2)C3=CN(N=C3)C4CCNCC4)N. Cell line: HCT-15. Synergy scores: CSS=20.0, Synergy_ZIP=-2.14, Synergy_Bliss=-7.59, Synergy_Loewe=-25.3, Synergy_HSA=-7.58. Drug 2: C1=NC2=C(N=C(N=C2N1C3C(C(C(O3)CO)O)F)Cl)N. (5) Drug 1: C1=CC(=C2C(=C1NCCNCCO)C(=O)C3=C(C=CC(=C3C2=O)O)O)NCCNCCO. Drug 2: CCC1(C2=C(COC1=O)C(=O)N3CC4=CC5=C(C=CC(=C5CN(C)C)O)N=C4C3=C2)O.Cl. Cell line: MOLT-4. Synergy scores: CSS=67.9, Synergy_ZIP=-2.91, Synergy_Bliss=-5.03, Synergy_Loewe=-6.77, Synergy_HSA=-2.19. (6) Drug 1: CC(CN1CC(=O)NC(=O)C1)N2CC(=O)NC(=O)C2. Drug 2: CCC1(CC2CC(C3=C(CCN(C2)C1)C4=CC=CC=C4N3)(C5=C(C=C6C(=C5)C78CCN9C7C(C=CC9)(C(C(C8N6C)(C(=O)OC)O)OC(=O)C)CC)OC)C(=O)OC)O.OS(=O)(=O)O. Cell line: 786-0. Synergy scores: CSS=8.33, Synergy_ZIP=-11.8, Synergy_Bliss=-7.42, Synergy_Loewe=-18.9, Synergy_HSA=-5.83. (7) Drug 1: C1=NC2=C(N=C(N=C2N1C3C(C(C(O3)CO)O)F)Cl)N. Drug 2: N.N.Cl[Pt+2]Cl. Cell line: CAKI-1. Synergy scores: CSS=39.2, Synergy_ZIP=-12.1, Synergy_Bliss=-0.772, Synergy_Loewe=1.01, Synergy_HSA=3.45.